From a dataset of Forward reaction prediction with 1.9M reactions from USPTO patents (1976-2016). Predict the product of the given reaction. (1) Given the reactants [NH:1]1[CH2:6][CH2:5][CH:4]([C:7]([O:9][CH2:10][C:11]2[CH:16]=[CH:15][CH:14]=[CH:13][CH:12]=2)=[O:8])[CH2:3][CH2:2]1.C(=O)([O-])[O-].[K+].[K+].[CH2:23](I)[CH2:24][CH2:25][CH2:26][CH2:27][CH2:28][CH3:29].C(OCC)(=O)C, predict the reaction product. The product is: [CH2:23]([N:1]1[CH2:2][CH2:3][CH:4]([C:7]([O:9][CH2:10][C:11]2[CH:12]=[CH:13][CH:14]=[CH:15][CH:16]=2)=[O:8])[CH2:5][CH2:6]1)[CH2:24][CH2:25][CH2:26][CH2:27][CH2:28][CH3:29]. (2) Given the reactants [CH3:1][O:2][C:3]1[CH:15]=[C:14]([O:16][CH3:17])[CH:13]=[CH:12][C:4]=1[CH2:5][NH:6][C:7]1[S:11][N:10]=[CH:9][N:8]=1.C(=O)=O.C[Si]([N-][Si](C)(C)C)(C)C.[Li+].[F:31][C:32]1[CH:37]=[CH:36][C:35]([S:38](Cl)(=[O:40])=[O:39])=[CH:34][C:33]=1[N+:42]([O-:44])=[O:43], predict the reaction product. The product is: [CH3:1][O:2][C:3]1[CH:15]=[C:14]([O:16][CH3:17])[CH:13]=[CH:12][C:4]=1[CH2:5][N:6]([C:7]1[S:11][N:10]=[CH:9][N:8]=1)[S:38]([C:35]1[CH:36]=[CH:37][C:32]([F:31])=[C:33]([N+:42]([O-:44])=[O:43])[CH:34]=1)(=[O:39])=[O:40]. (3) Given the reactants [CH2:1]([O:8][CH2:9][CH2:10][CH2:11][CH2:12][CH2:13][N:14]1[CH2:19][CH2:18][C:17](=O)[CH2:16][CH2:15]1)[C:2]1[CH:7]=[CH:6][CH:5]=[CH:4][CH:3]=1.Cl.[NH2:22][OH:23], predict the reaction product. The product is: [CH2:1]([O:8][CH2:9][CH2:10][CH2:11][CH2:12][CH2:13][N:14]1[CH2:19][CH2:18][C:17](=[N:22][OH:23])[CH2:16][CH2:15]1)[C:2]1[CH:7]=[CH:6][CH:5]=[CH:4][CH:3]=1. (4) Given the reactants [C:1]([C:4]1[CH:9]=[CH:8][C:7]([NH:10][C:11](=[O:13])[CH3:12])=[C:6]([N+:14]([O-:16])=[O:15])[C:5]=1[OH:17])(=[O:3])[CH3:2].C(N(CC)CC)C.[CH2:25]([N:32]([CH3:44])[C:33]1[C:41]([F:42])=[CH:40][C:36]([C:37](Cl)=[O:38])=[CH:35][C:34]=1[F:43])C1C=CC=CC=1, predict the reaction product. The product is: [CH3:25][N:32]([CH3:44])[C:33]1[C:34]([F:43])=[CH:35][C:36]([C:37]([O:17][C:5]2[C:4]([C:1](=[O:3])[CH3:2])=[CH:9][CH:8]=[C:7]([NH:10][C:11](=[O:13])[CH3:12])[C:6]=2[N+:14]([O-:16])=[O:15])=[O:38])=[CH:40][C:41]=1[F:42]. (5) The product is: [CH3:1][O:2][C:3](=[O:16])[C:4]1[CH:9]=[C:8]([C:10](=[O:13])[CH2:11][CH3:12])[C:7]([F:14])=[CH:6][C:5]=1[O:15][CH2:28][C:29]1[CH:34]=[CH:33][CH:32]=[CH:31][CH:30]=1. Given the reactants [CH3:1][O:2][C:3](=[O:16])[C:4]1[CH:9]=[C:8]([C:10](=[O:13])[CH2:11][CH3:12])[C:7]([F:14])=[CH:6][C:5]=1[OH:15].CN(C)C=O.C(=O)([O-])[O-].[K+].[K+].[CH2:28](Br)[C:29]1[CH:34]=[CH:33][CH:32]=[CH:31][CH:30]=1, predict the reaction product. (6) Given the reactants Cl[NH:2][C:3]1[CH:33]=[CH:32][C:6]2[NH:7][C:8]([C:13]3[C:14](=[O:31])[C:15]([CH2:25][CH2:26][C:27]([CH3:30])([CH3:29])[CH3:28])([CH3:24])[C:16]4[C:21]([C:22]=3[OH:23])=[CH:20][CH:19]=[CH:18][CH:17]=4)=[N:9][S:10](=[O:12])(=[O:11])[C:5]=2[CH:4]=1.[S:34](Cl)([CH3:37])(=[O:36])=[O:35].N1C=CC=CC=1, predict the reaction product. The product is: [CH3:28][C:27]([CH3:30])([CH3:29])[CH2:26][CH2:25][C:15]1([CH3:24])[C:16]2[C:21](=[CH:20][CH:19]=[CH:18][CH:17]=2)[C:22]([OH:23])=[C:13]([C:8]2[NH:7][C:6]3[CH:32]=[CH:33][C:3]([NH:2][S:34]([CH3:37])(=[O:36])=[O:35])=[CH:4][C:5]=3[S:10](=[O:12])(=[O:11])[N:9]=2)[C:14]1=[O:31]. (7) Given the reactants [Cl:1][C:2]1[N:7]=[CH:6][C:5]2[N:8]=[C:9]([C@H:17]([OH:19])[CH3:18])[N:10]([C@H:11]([CH3:16])[C:12]([F:15])([F:14])[F:13])[C:4]=2[CH:3]=1.[O:20]1[CH:25]=[CH:24][CH2:23][CH2:22][CH2:21]1.C1(C)C=CC(S(O)(=O)=O)=CC=1, predict the reaction product. The product is: [Cl:1][C:2]1[N:7]=[CH:6][C:5]2[N:8]=[C:9]([C@H:17]([O:19][CH:21]3[CH2:22][CH2:23][CH2:24][CH2:25][O:20]3)[CH3:18])[N:10]([C@H:11]([CH3:16])[C:12]([F:13])([F:14])[F:15])[C:4]=2[CH:3]=1.